Dataset: Full USPTO retrosynthesis dataset with 1.9M reactions from patents (1976-2016). Task: Predict the reactants needed to synthesize the given product. (1) Given the product [IH:1].[CH2:17]([C:19]1[N:20]([CH2:33][CH2:34][CH2:35][C:36]#[C:37][C:2]2[CH:7]=[CH:6][C:5]([O:8][CH3:9])=[CH:4][CH:3]=2)[C:21]2[C:30]3[CH:29]=[CH:28][CH:27]=[CH:26][C:25]=3[N:24]=[C:23]([NH2:31])[C:22]=2[N:32]=1)[CH3:18], predict the reactants needed to synthesize it. The reactants are: [I:1][C:2]1[CH:7]=[CH:6][C:5]([O:8][CH3:9])=[CH:4][CH:3]=1.C(N(CC)CC)C.[CH2:17]([C:19]1[N:20]([CH2:33][CH2:34][CH2:35][C:36]#[CH:37])[C:21]2[C:30]3[CH:29]=[CH:28][CH:27]=[CH:26][C:25]=3[N:24]=[C:23]([NH2:31])[C:22]=2[N:32]=1)[CH3:18]. (2) Given the product [CH2:1]([O:3][C:4]([C:6]1[NH:7][C:8]2[C:13]([C:14]=1[C:36]1[CH:35]=[CH:34][CH:33]=[C:32]([C:31]([F:42])([F:41])[F:30])[CH:37]=1)=[CH:12][C:11]([NH:16][S:17]([C:20]1[CH:25]=[CH:24][C:23]([C:26]([CH3:29])([CH3:28])[CH3:27])=[CH:22][CH:21]=1)(=[O:19])=[O:18])=[CH:10][CH:9]=2)=[O:5])[CH3:2], predict the reactants needed to synthesize it. The reactants are: [CH2:1]([O:3][C:4]([C:6]1[NH:7][C:8]2[C:13]([C:14]=1Br)=[CH:12][C:11]([NH:16][S:17]([C:20]1[CH:25]=[CH:24][C:23]([C:26]([CH3:29])([CH3:28])[CH3:27])=[CH:22][CH:21]=1)(=[O:19])=[O:18])=[CH:10][CH:9]=2)=[O:5])[CH3:2].[F:30][C:31]([F:42])([F:41])[C:32]1[CH:33]=[C:34](B(O)O)[CH:35]=[CH:36][CH:37]=1.